Dataset: Forward reaction prediction with 1.9M reactions from USPTO patents (1976-2016). Task: Predict the product of the given reaction. (1) Given the reactants [OH:1][C:2]1[CH:9]=[CH:8][C:7]([N+:10]([O-:12])=[O:11])=[CH:6][C:3]=1[CH:4]=[O:5].I[C:14]1([S:17][C:18]2[CH:23]=[CH:22][CH:21]=[CH:20][CH:19]=2)[CH2:16][CH2:15]1.[BH4-].[Na+].O, predict the reaction product. The product is: [N+:10]([C:7]1[CH:8]=[CH:9][C:2]([O:1][C:14]2([S:17][C:18]3[CH:23]=[CH:22][CH:21]=[CH:20][CH:19]=3)[CH2:16][CH2:15]2)=[C:3]([CH2:4][OH:5])[CH:6]=1)([O-:12])=[O:11]. (2) Given the reactants [NH:1]1[CH:5]=[C:4]([C:6]([OH:8])=O)[N:3]=[N:2]1.[CH3:9][NH:10][CH2:11][CH2:12][CH:13]1[CH2:18][CH2:17][N:16]([C:19]([O:21][CH2:22][C:23]2[CH:28]=[C:27]([Cl:29])[CH:26]=[C:25]([Cl:30])[CH:24]=2)=[O:20])[CH2:15][CH2:14]1, predict the reaction product. The product is: [CH3:9][N:10]([CH2:11][CH2:12][CH:13]1[CH2:14][CH2:15][N:16]([C:19]([O:21][CH2:22][C:23]2[CH:24]=[C:25]([Cl:30])[CH:26]=[C:27]([Cl:29])[CH:28]=2)=[O:20])[CH2:17][CH2:18]1)[C:6]([C:4]1[N:3]=[N:2][NH:1][CH:5]=1)=[O:8]. (3) Given the reactants [C:1]([C:3]1[CH:4]=[C:5]([CH:25]=[CH:26][C:27]=1[F:28])[C:6]([NH:8][C:9]1[CH:14]=[C:13]([C:15]([F:18])([F:17])[F:16])[CH:12]=[C:11]([N:19]2[CH:23]=[C:22]([CH3:24])[N:21]=[CH:20]2)[CH:10]=1)=[O:7])#[CH:2].Br[C:30]1[CH:39]=[CH:38][CH:37]=[C:36]2[C:31]=1[CH:32]=[N:33][CH:34]=[N:35]2, predict the reaction product. The product is: [N:35]1[C:36]2[C:31](=[C:30]([C:2]#[C:1][C:3]3[CH:4]=[C:5]([CH:25]=[CH:26][C:27]=3[F:28])[C:6]([NH:8][C:9]3[CH:14]=[C:13]([C:15]([F:18])([F:16])[F:17])[CH:12]=[C:11]([N:19]4[CH:23]=[C:22]([CH3:24])[N:21]=[CH:20]4)[CH:10]=3)=[O:7])[CH:39]=[CH:38][CH:37]=2)[CH:32]=[N:33][CH:34]=1. (4) The product is: [C:1]1([C:10]2[CH:15]=[CH:14][CH:13]=[CH:12][CH:11]=2)[C:2]([C:7]([NH:16][C:17]2[S:18][CH:19]=[C:20]([C:22]([O:24][CH2:25][CH3:26])=[O:23])[N:21]=2)=[O:9])=[CH:3][CH:4]=[CH:5][CH:6]=1. Given the reactants [C:1]1([C:10]2[CH:15]=[CH:14][CH:13]=[CH:12][CH:11]=2)[C:2]([C:7]([OH:9])=O)=[CH:3][CH:4]=[CH:5][CH:6]=1.[NH2:16][C:17]1[S:18][CH:19]=[C:20]([C:22]([O:24][CH2:25][CH3:26])=[O:23])[N:21]=1.F[B-](F)(F)F.N1(OC(N(C)C)=[N+](C)C)C2C=CC=CC=2N=N1.C(N(C(C)C)C(C)C)C, predict the reaction product. (5) Given the reactants CC(N[C:5]1[CH:6]=[CH:7][C:8]([OH:11])=[CH:9][CH:10]=1)=O.CO[C@@H:14]1[C@@H:19](O)[C@@H:18](O)[C@H:17](O)[C@H:16]([OH:23])[C@H:15]1O, predict the reaction product. The product is: [CH3:7][CH2:6]/[C:5](/[C:5]1[CH:10]=[CH:9][C:8]([OH:11])=[CH:7][CH:6]=1)=[C:10](\[C:19]1[CH:18]=[CH:17][C:16]([OH:23])=[CH:15][CH:14]=1)/[CH2:9][CH3:8]. (6) Given the reactants [I:1]I.C([Sn](CCCC)(CCCC)[C:8]1[CH:13]=[CH:12][C:11]([CH:14]=[CH:15][C:16]([C:18]2[CH:23]=[CH:22][C:21]([NH:24][CH3:25])=[CH:20][CH:19]=2)=[O:17])=[CH:10][CH:9]=1)CCC.S([O-])(O)=O.[Na+], predict the reaction product. The product is: [I:1][C:8]1[CH:13]=[CH:12][C:11]([CH:14]=[CH:15][C:16]([C:18]2[CH:23]=[CH:22][C:21]([NH:24][CH3:25])=[CH:20][CH:19]=2)=[O:17])=[CH:10][CH:9]=1. (7) Given the reactants [Br:1][C:2]1[CH:3]=[C:4]([SH:8])[CH:5]=[CH:6][CH:7]=1.[OH-].[K+].[C:11]([O:15][C:16](=[O:21])[C:17](Br)([CH3:19])[CH3:18])([CH3:14])([CH3:13])[CH3:12], predict the reaction product. The product is: [C:11]([O:15][C:16](=[O:21])[C:17]([S:8][C:4]1[CH:5]=[CH:6][CH:7]=[C:2]([Br:1])[CH:3]=1)([CH3:19])[CH3:18])([CH3:14])([CH3:13])[CH3:12].